This data is from NCI-60 drug combinations with 297,098 pairs across 59 cell lines. The task is: Regression. Given two drug SMILES strings and cell line genomic features, predict the synergy score measuring deviation from expected non-interaction effect. (1) Drug 1: C1=CC(=CC=C1C#N)C(C2=CC=C(C=C2)C#N)N3C=NC=N3. Drug 2: CC1C(C(=O)NC(C(=O)N2CCCC2C(=O)N(CC(=O)N(C(C(=O)O1)C(C)C)C)C)C(C)C)NC(=O)C3=C4C(=C(C=C3)C)OC5=C(C(=O)C(=C(C5=N4)C(=O)NC6C(OC(=O)C(N(C(=O)CN(C(=O)C7CCCN7C(=O)C(NC6=O)C(C)C)C)C)C(C)C)C)N)C. Cell line: SF-268. Synergy scores: CSS=7.07, Synergy_ZIP=-4.72, Synergy_Bliss=-1.41, Synergy_Loewe=-14.0, Synergy_HSA=-0.220. (2) Drug 1: COC1=CC(=CC(=C1O)OC)C2C3C(COC3=O)C(C4=CC5=C(C=C24)OCO5)OC6C(C(C7C(O6)COC(O7)C8=CC=CS8)O)O. Drug 2: CNC(=O)C1=NC=CC(=C1)OC2=CC=C(C=C2)NC(=O)NC3=CC(=C(C=C3)Cl)C(F)(F)F. Cell line: SK-MEL-5. Synergy scores: CSS=49.5, Synergy_ZIP=-2.85, Synergy_Bliss=1.07, Synergy_Loewe=-2.51, Synergy_HSA=2.86. (3) Drug 1: C1=CC(=CC=C1CCCC(=O)O)N(CCCl)CCCl. Drug 2: CC1=C2C(C(=O)C3(C(CC4C(C3C(C(C2(C)C)(CC1OC(=O)C(C(C5=CC=CC=C5)NC(=O)C6=CC=CC=C6)O)O)OC(=O)C7=CC=CC=C7)(CO4)OC(=O)C)O)C)OC(=O)C. Cell line: EKVX. Synergy scores: CSS=18.7, Synergy_ZIP=-11.2, Synergy_Bliss=-7.69, Synergy_Loewe=-20.3, Synergy_HSA=-4.93. (4) Drug 1: C1CCC(CC1)NC(=O)N(CCCl)N=O. Drug 2: C1=CC=C(C=C1)NC(=O)CCCCCCC(=O)NO. Cell line: SNB-75. Synergy scores: CSS=30.0, Synergy_ZIP=-6.18, Synergy_Bliss=0.0251, Synergy_Loewe=-8.51, Synergy_HSA=1.62. (5) Drug 1: C1C(C(OC1N2C=NC3=C(N=C(N=C32)Cl)N)CO)O. Drug 2: CN(CCCl)CCCl.Cl. Cell line: OVCAR3. Synergy scores: CSS=3.56, Synergy_ZIP=-3.10, Synergy_Bliss=3.18, Synergy_Loewe=-0.0413, Synergy_HSA=1.17.